Dataset: Peptide-MHC class II binding affinity with 134,281 pairs from IEDB. Task: Regression. Given a peptide amino acid sequence and an MHC pseudo amino acid sequence, predict their binding affinity value. This is MHC class II binding data. (1) The peptide sequence is NDNYTEIKGQLVFIG. The MHC is DRB1_1201 with pseudo-sequence DRB1_1201. The binding affinity (normalized) is 0.159. (2) The peptide sequence is YAFKVAATAANAAPAN. The MHC is H-2-IAb with pseudo-sequence H-2-IAb. The binding affinity (normalized) is 0.719. (3) The peptide sequence is VLRGFKKEISNMLNI. The MHC is DRB1_0401 with pseudo-sequence DRB1_0401. The binding affinity (normalized) is 0.751. (4) The MHC is H-2-IAb with pseudo-sequence H-2-IAb. The peptide sequence is RLCFSKSKNTLMYEI. The binding affinity (normalized) is 0.0730. (5) The peptide sequence is MSQIMYNYPAMRAHA. The MHC is HLA-DPA10103-DPB10401 with pseudo-sequence HLA-DPA10103-DPB10401. The binding affinity (normalized) is 0.279. (6) The peptide sequence is RLLDILEAIKLIRKK. The MHC is DRB1_0901 with pseudo-sequence DRB1_0901. The binding affinity (normalized) is 0.750. (7) The peptide sequence is DINVGFKAAVAAAAG. The MHC is DRB1_0401 with pseudo-sequence DRB1_0401. The binding affinity (normalized) is 0.762. (8) The peptide sequence is YDKFLANVSTVLTGY. The MHC is DRB1_0404 with pseudo-sequence DRB1_0404. The binding affinity (normalized) is 0.187. (9) The peptide sequence is GKWLDAKSTWYGKPT. The MHC is DRB1_0301 with pseudo-sequence DRB1_0301. The binding affinity (normalized) is 0.0814. (10) The peptide sequence is EVDMTPADALDDFDL. The MHC is HLA-DPA10103-DPB10401 with pseudo-sequence HLA-DPA10103-DPB10401. The binding affinity (normalized) is 0.163.